Dataset: Full USPTO retrosynthesis dataset with 1.9M reactions from patents (1976-2016). Task: Predict the reactants needed to synthesize the given product. (1) Given the product [CH3:32][N:26]1[CH2:27][C:28]([CH3:31])([CH3:30])[CH2:29][C@H:25]1[C:22]1[N:20]2[CH:21]=[C:16]([O:12][C@H:5]3[C:6]4[C:11](=[CH:10][CH:9]=[CH:8][CH:7]=4)[C@@H:2]([NH2:1])[CH2:3][CH2:4]3)[CH:17]=[CH:18][C:19]2=[N:24][N:23]=1, predict the reactants needed to synthesize it. The reactants are: [NH2:1][C@@H:2]1[C:11]2[C:6](=[CH:7][CH:8]=[CH:9][CH:10]=2)[C@H:5]([OH:12])[CH2:4][CH2:3]1.[H-].[Na+].F[C:16]1[CH:17]=[CH:18][C:19]2[N:20]([C:22]([C@@H:25]3[CH2:29][C:28]([CH3:31])([CH3:30])[CH2:27][N:26]3[CH3:32])=[N:23][N:24]=2)[CH:21]=1.N. (2) Given the product [CH2:1]([O:3][C:4]([C:6]1[C:7]2[C:15]([I:16])=[N:14][N:13]([CH:30]3[CH2:31][CH2:32][CH2:33][CH2:34][O:29]3)[C:8]=2[N:9]=[C:10]([Cl:12])[CH:11]=1)=[O:5])[CH3:2], predict the reactants needed to synthesize it. The reactants are: [CH2:1]([O:3][C:4]([C:6]1[C:7]2[C:15]([I:16])=[N:14][NH:13][C:8]=2[N:9]=[C:10]([Cl:12])[CH:11]=1)=[O:5])[CH3:2].O.C1(C)C=CC(S(O)(=O)=O)=CC=1.[O:29]1[CH:34]=[CH:33][CH2:32][CH2:31][CH2:30]1. (3) Given the product [N:8]([CH2:7][C:6]1[CH:5]=[C:4]([Cl:9])[S:3][C:2]=1[Cl:1])=[N+:10]=[N-:11], predict the reactants needed to synthesize it. The reactants are: [Cl:1][C:2]1[S:3][C:4]([Cl:9])=[CH:5][C:6]=1[CH2:7][NH2:8].[N-:10]=[N+:11]=[N-].[Na+].